From a dataset of HIV replication inhibition screening data with 41,000+ compounds from the AIDS Antiviral Screen. Binary Classification. Given a drug SMILES string, predict its activity (active/inactive) in a high-throughput screening assay against a specified biological target. (1) The drug is CCOC(=O)c1ccc(N=C2Sc3nc4ccccc4n3C2=Nc2ccc(C(=O)OCC)cc2)cc1. The result is 0 (inactive). (2) The molecule is C1CNCCSCCCSCCNC1. The result is 0 (inactive). (3) The compound is CC1CN=C(Nc2ccc(S(N)(=O)=O)cc2)S1. The result is 0 (inactive). (4) The drug is CC(=O)OC1(C)CC(OC(=O)C=C(C)C)C2C(OC(=O)C2(C)OC(C)=O)C2C(C)=CC(O)C21. The result is 0 (inactive). (5) The result is 0 (inactive). The compound is COc1ccc(CN2CCCN(N=Cc3c4c(O)c5c(O)c(C)c6c(c5c3O)C(=O)C(C)(OC=CC(OC)C(C)C(OC(C)=O)C(C)C(O)C(C)C(O)C(C)C=CC=C(C)C(=O)N4)O6)CC2)cc1. (6) The molecule is N#CC(NNC(=O)Cc1ccccc1)c1ccc(O)cc1. The result is 0 (inactive).